From a dataset of Forward reaction prediction with 1.9M reactions from USPTO patents (1976-2016). Predict the product of the given reaction. (1) Given the reactants [Cl:1][C:2]1[C:7](C(F)(F)F)=[CH:6][CH:5]=[CH:4][C:3]=1[C:12]([N:14]1[CH2:23][CH2:22][C:21]2[C:20]([C:24]3[N:28](C4CCCCO4)[N:27]=[CH:26][CH:25]=3)=[N:19][C:18]([CH3:35])=[N:17][C:16]=2[CH2:15]1)=[O:13].CC1N=C(C2N(C3CCCCO3)N=CC=2)C2CCN(C(OC(C)(C)C)=O)CC=2N=1.[Cl:65]C1C(Cl)=CC=CC=1C(O)=O.ClC1C([C:86]([F:89])([F:88])[F:87])=CC=CC=1C(O)=O, predict the reaction product. The product is: [Cl:1][C:2]1[C:7]([Cl:65])=[CH:6][CH:5]=[CH:4][C:3]=1[C:12]([N:14]1[CH2:23][CH2:22][C:21]2[C:20]([C:24]3[NH:28][N:27]=[CH:26][C:25]=3[C:86]([F:89])([F:88])[F:87])=[N:19][C:18]([CH3:35])=[N:17][C:16]=2[CH2:15]1)=[O:13]. (2) The product is: [CH3:45][O:46][NH:47][C:20](=[O:22])[C:19]1[CH:23]=[CH:24][C:16]([S:13]([N:12]([C:3]2[N:4]=[CH:5][C:6]3[C:11]([C:2]=2[CH3:1])=[CH:10][CH:9]=[CH:8][CH:7]=3)[CH2:25][C:26]2[CH:31]=[CH:30][C:29]([O:32][C:33]([F:36])([F:34])[F:35])=[CH:28][CH:27]=2)(=[O:14])=[O:15])=[CH:17][CH:18]=1. Given the reactants [CH3:1][C:2]1[C:11]2[C:6](=[CH:7][CH:8]=[CH:9][CH:10]=2)[CH:5]=[N:4][C:3]=1[N:12]([CH2:25][C:26]1[CH:31]=[CH:30][C:29]([O:32][C:33]([F:36])([F:35])[F:34])=[CH:28][CH:27]=1)[S:13]([C:16]1[CH:24]=[CH:23][C:19]([C:20]([O-:22])=O)=[CH:18][CH:17]=1)(=[O:15])=[O:14].[Na+].C(Cl)(=O)C(Cl)=O.Cl.[CH3:45][O:46][NH2:47].C(N(CC)CC)C, predict the reaction product. (3) Given the reactants Cl[C:2]1[CH:7]=[C:6]([CH2:8][O:9][CH2:10][C:11]([F:14])([F:13])[F:12])[CH:5]=[C:4]([F:15])[CH:3]=1.[B:16]1([B:16]2[O:20][C:19]([CH3:22])([CH3:21])[C:18]([CH3:24])([CH3:23])[O:17]2)[O:20][C:19]([CH3:22])([CH3:21])[C:18]([CH3:24])([CH3:23])[O:17]1.C([O-])(=O)C.[K+].C1(P(C2CCCCC2)C2C=CC=CC=2C2C(C(C)C)=CC(C(C)C)=CC=2C(C)C)CCCCC1, predict the reaction product. The product is: [F:15][C:4]1[CH:3]=[C:2]([B:16]2[O:20][C:19]([CH3:22])([CH3:21])[C:18]([CH3:24])([CH3:23])[O:17]2)[CH:7]=[C:6]([CH2:8][O:9][CH2:10][C:11]([F:14])([F:13])[F:12])[CH:5]=1. (4) Given the reactants [C:1]([CH2:3][CH2:4][NH:5][C:6]([C:8]1[CH:9]=[C:10]([C:14]2[CH:19]=[CH:18][N:17]=[C:16]3[N:20]([CH2:33][O:34][CH2:35][CH2:36][Si:37]([CH3:40])([CH3:39])[CH3:38])[C:21]([C:23]4[CH:32]=[CH:31][C:26]([C:27]([O:29]C)=[O:28])=[CH:25][CH:24]=4)=[N:22][C:15]=23)[CH:11]=[CH:12][CH:13]=1)=[O:7])#[N:2].Cl, predict the reaction product. The product is: [C:1]([CH2:3][CH2:4][NH:5][C:6]([C:8]1[CH:9]=[C:10]([C:14]2[CH:19]=[CH:18][N:17]=[C:16]3[N:20]([CH2:33][O:34][CH2:35][CH2:36][Si:37]([CH3:38])([CH3:40])[CH3:39])[C:21]([C:23]4[CH:32]=[CH:31][C:26]([C:27]([OH:29])=[O:28])=[CH:25][CH:24]=4)=[N:22][C:15]=23)[CH:11]=[CH:12][CH:13]=1)=[O:7])#[N:2]. (5) Given the reactants [C:1]([CH:3](P(OCC)(OCC)=O)[N:4]1[CH2:9][CH2:8][N:7]([C:10]([O:12][C:13]([CH3:16])([CH3:15])[CH3:14])=[O:11])[CH2:6][CH2:5]1)#[N:2].C[Si]([N-][Si](C)(C)C)(C)C.[Na+].[S:35]1[CH:39]=[CH:38][N:37]=[C:36]1[CH:40]=O, predict the reaction product. The product is: [C:1]([C:3]([N:4]1[CH2:5][CH2:6][N:7]([C:10]([O:12][C:13]([CH3:14])([CH3:15])[CH3:16])=[O:11])[CH2:8][CH2:9]1)=[CH:40][C:36]1[S:35][CH:39]=[CH:38][N:37]=1)#[N:2]. (6) The product is: [C:20]1([CH2:19][O:18][C:16]2[CH:15]=[C:10]([CH:9]=[C:8]([O:7][C:27]3[CH:32]=[CH:31][C:30]([S:33]([CH3:36])(=[O:35])=[O:34])=[CH:29][CH:28]=3)[CH:17]=2)[C:11]([O:13][CH3:14])=[O:12])[CH:25]=[CH:24][CH:23]=[CH:22][CH:21]=1. Given the reactants C(=O)([O-])[O-].[K+].[K+].[OH:7][C:8]1[CH:9]=[C:10]([CH:15]=[C:16]([O:18][CH2:19][C:20]2[CH:25]=[CH:24][CH:23]=[CH:22][CH:21]=2)[CH:17]=1)[C:11]([O:13][CH3:14])=[O:12].F[C:27]1[CH:32]=[CH:31][C:30]([S:33]([CH3:36])(=[O:35])=[O:34])=[CH:29][CH:28]=1, predict the reaction product. (7) The product is: [CH:3]12[CH2:12][CH:7]3[CH2:8][CH:9]([CH2:11][CH:5]([CH2:6]3)[C:4]31[O:16][O:15][C:14]1([CH2:21][CH2:20][CH:19]([CH2:22][C:23]([OH:25])=[O:24])[CH2:18][CH2:17]1)[O:13]3)[CH2:10]2. Given the reactants [OH-].[Na+].[CH:3]12[CH2:12][CH:7]3[CH2:8][CH:9]([CH2:11][CH:5]([CH2:6]3)[C:4]31[O:16][O:15][C:14]1([CH2:21][CH2:20][CH:19]([CH2:22][C:23]([O-:25])=[O:24])[CH2:18][CH2:17]1)[O:13]3)[CH2:10]2.Cl, predict the reaction product. (8) Given the reactants [C:1]1([C:7]2[C:8]3[C:13]([CH:14]=[C:15]4[C:20]=2[CH:19]=[CH:18][CH:17]=[CH:16]4)=[CH:12][CH:11]=[CH:10][CH:9]=3)[CH:6]=[CH:5][CH:4]=[CH:3][CH:2]=1.[Br:21]Br, predict the reaction product. The product is: [Br:21][C:14]1[C:13]2[C:8](=[CH:9][CH:10]=[CH:11][CH:12]=2)[C:7]([C:1]2[CH:2]=[CH:3][CH:4]=[CH:5][CH:6]=2)=[C:20]2[C:15]=1[CH:16]=[CH:17][CH:18]=[CH:19]2.